The task is: Predict the reactants needed to synthesize the given product.. This data is from Full USPTO retrosynthesis dataset with 1.9M reactions from patents (1976-2016). (1) Given the product [N+:10]([C:2]1[CH:9]=[CH:8][C:5]([C:6]#[N:7])=[CH:4][CH:3]=1)([O-:12])=[O:11], predict the reactants needed to synthesize it. The reactants are: Cl[C:2]1[CH:9]=[CH:8][C:5]([C:6]#[N:7])=[CH:4][CH:3]=1.[N:10]([O-:12])=[O:11].[Na+].P.COCCOCCN(CCOCCOC)CCOCCOC. (2) Given the product [Si:25]([O:6][C:7]1[C:21]([CH3:22])=[CH:20][C:10]([CH2:11][P:12](=[O:19])([O:16][CH2:17][CH3:18])[O:13][CH2:14][CH3:15])=[CH:9][C:8]=1[O:23][CH3:24])([C:28]([CH3:31])([CH3:30])[CH3:29])([CH3:27])[CH3:26], predict the reactants needed to synthesize it. The reactants are: N1C=CN=C1.[OH:6][C:7]1[C:21]([CH3:22])=[CH:20][C:10]([CH2:11][P:12](=[O:19])([O:16][CH2:17][CH3:18])[O:13][CH2:14][CH3:15])=[CH:9][C:8]=1[O:23][CH3:24].[Si:25](Cl)([C:28]([CH3:31])([CH3:30])[CH3:29])([CH3:27])[CH3:26].[OH-].[NH4+]. (3) Given the product [C:1]([O:5][C:6]([C:9]([CH2:12][CH2:13][OH:18])([F:11])[F:10])([F:8])[F:7])([F:4])([F:3])[F:2], predict the reactants needed to synthesize it. The reactants are: [C:1]([O:5][C:6]([C:9]([CH2:12][CH2:13]I)([F:11])[F:10])([F:8])[F:7])([F:4])([F:3])[F:2].CNC=[O:18].O.